From a dataset of Reaction yield outcomes from USPTO patents with 853,638 reactions. Predict the reaction yield, written as a fraction of the theoretical maximum amount of product (1.0 means a 100% yield; for example, 0.34 means a 34% yield). The reactants are C([Si]([O:8][CH:9]1[CH2:14][CH2:13][CH:12]([C:15]2[CH:20]=[CH:19][C:18]([N+:21]([O-:23])=[O:22])=[CH:17][C:16]=2[F:24])[CH2:11][CH:10]1[F:25])(C)C)(C)(C)C. The catalyst is CO.[Pd]. The product is [F:25][CH:10]1[CH2:11][CH:12]([C:15]2[CH:20]=[CH:19][C:18]([N+:21]([O-:23])=[O:22])=[CH:17][C:16]=2[F:24])[CH2:13][CH2:14][C:9]1=[O:8]. The yield is 0.920.